Dataset: Reaction yield outcomes from USPTO patents with 853,638 reactions. Task: Predict the reaction yield, written as a fraction of the theoretical maximum amount of product (1.0 means a 100% yield; for example, 0.34 means a 34% yield). (1) The reactants are Cl[S:2]([N:5]=[C:6]=[O:7])(=[O:4])=[O:3].[C:8]([OH:12])([CH3:11])([CH3:10])[CH3:9].Cl.[O:14]1[CH2:18][CH2:17][CH2:16][NH:15]1. The catalyst is C(Cl)Cl.CCOC(C)=O. The product is [O:14]1[CH2:18][CH2:17][CH2:16][N:15]1[S:2]([NH:5][C:6](=[O:7])[O:12][C:8]([CH3:11])([CH3:10])[CH3:9])(=[O:4])=[O:3]. The yield is 0.710. (2) The product is [OH:2][C:3]1[CH:4]=[CH:5][C:6]([C:9]2[NH:13][C:12]3[CH:14]=[CH:15][CH:16]=[C:17]([C:18]([O:20][CH3:21])=[O:19])[C:11]=3[N:10]=2)=[CH:7][CH:8]=1. The catalyst is ClCCl. The reactants are C[O:2][C:3]1[CH:8]=[CH:7][C:6]([C:9]2[NH:13][C:12]3[CH:14]=[CH:15][CH:16]=[C:17]([C:18]([O:20][CH3:21])=[O:19])[C:11]=3[N:10]=2)=[CH:5][CH:4]=1.B(Br)(Br)Br. The yield is 0.490.